Dataset: Full USPTO retrosynthesis dataset with 1.9M reactions from patents (1976-2016). Task: Predict the reactants needed to synthesize the given product. Given the product [CH3:32][CH:33]([C:35]1[NH:1][C:2]2[CH:3]=[C:4]([C:9]3[CH:10]=[CH:11][C:12]4[O:18][CH2:17][CH2:16][N:15]([C:19]([C:21]5[CH:26]=[CH:25][C:24]([S:27]([CH3:30])(=[O:29])=[O:28])=[CH:23][CH:22]=5)=[O:20])[CH2:14][C:13]=4[CH:31]=3)[CH:5]=[CH:6][C:7]=2[N:8]=1)[CH3:34], predict the reactants needed to synthesize it. The reactants are: [NH2:1][C:2]1[CH:3]=[C:4]([C:9]2[CH:10]=[CH:11][C:12]3[O:18][CH2:17][CH2:16][N:15]([C:19]([C:21]4[CH:26]=[CH:25][C:24]([S:27]([CH3:30])(=[O:29])=[O:28])=[CH:23][CH:22]=4)=[O:20])[CH2:14][C:13]=3[CH:31]=2)[CH:5]=[CH:6][C:7]=1[NH2:8].[C:32](O)(=O)[CH:33]([CH3:35])[CH3:34].CCN(C(C)C)C(C)C.CN(C(ON1N=NC2C=CC=NC1=2)=[N+](C)C)C.F[P-](F)(F)(F)(F)F.